This data is from Reaction yield outcomes from USPTO patents with 853,638 reactions. The task is: Predict the reaction yield, written as a fraction of the theoretical maximum amount of product (1.0 means a 100% yield; for example, 0.34 means a 34% yield). (1) The reactants are [Br:1][C:2]1[CH:3]=[N:4][NH:5][C:6]=1[C:7]([O:9][CH3:10])=[O:8].[H-].[Na+].Cl[CH2:14][O:15][CH2:16][CH2:17][Si:18]([CH3:21])([CH3:20])[CH3:19]. The catalyst is CN(C=O)C. The product is [Br:1][C:2]1[CH:3]=[N:4][N:5]([CH2:14][O:15][CH2:16][CH2:17][Si:18]([CH3:21])([CH3:20])[CH3:19])[C:6]=1[C:7]([O:9][CH3:10])=[O:8]. The yield is 0.836. (2) The reactants are CCN(CC)CC.[Cl:8][C:9]1[N:14]=[C:13](Cl)[CH:12]=[CH:11][N:10]=1.[NH2:16][C:17]1[CH:30]=[CH:29][C:20]2[C:21]([C:25]([NH:27][CH3:28])=[O:26])=[C:22]([CH3:24])[O:23][C:19]=2[CH:18]=1. The catalyst is CCO. The product is [Cl:8][C:9]1[N:14]=[C:13]([NH:16][C:17]2[CH:30]=[CH:29][C:20]3[C:21]([C:25]([NH:27][CH3:28])=[O:26])=[C:22]([CH3:24])[O:23][C:19]=3[CH:18]=2)[CH:12]=[CH:11][N:10]=1. The yield is 0.800. (3) The reactants are [CH2:1]([NH:8][C:9]([NH:11][CH2:12][CH2:13][CH2:14][O:15][C:16]1[CH:17]=[C:18]2[C:22](=[CH:23][CH:24]=1)[NH:21][C:20]([CH2:25][CH2:26][C:27]([O:29]C)=[O:28])=[CH:19]2)=[O:10])[C:2]1[CH:7]=[CH:6][CH:5]=[CH:4][CH:3]=1.O.[OH-].[Na+]. The catalyst is O1CCCC1. The product is [CH2:1]([NH:8][C:9]([NH:11][CH2:12][CH2:13][CH2:14][O:15][C:16]1[CH:17]=[C:18]2[C:22](=[CH:23][CH:24]=1)[NH:21][C:20]([CH2:25][CH2:26][C:27]([OH:29])=[O:28])=[CH:19]2)=[O:10])[C:2]1[CH:3]=[CH:4][CH:5]=[CH:6][CH:7]=1. The yield is 0.820. (4) The reactants are [C:1]([CH:5]1[CH2:13][C:12]2[C:7](=[CH:8][C:9]([N+:14]([O-:16])=[O:15])=[CH:10][CH:11]=2)[NH:6]1)([CH3:4])([CH3:3])[CH3:2].C(C1C(=O)C(Cl)=C(Cl)C(=O)C=1C#N)#N. The catalyst is O1CCOCC1. The product is [C:1]([C:5]1[NH:6][C:7]2[C:12]([CH:13]=1)=[CH:11][CH:10]=[C:9]([N+:14]([O-:16])=[O:15])[CH:8]=2)([CH3:4])([CH3:2])[CH3:3]. The yield is 0.800. (5) The reactants are [O:1]=[S:2]1(=[O:31])[N:6]([CH2:7][CH2:8][C:9](=O)[CH2:10][N:11]([CH3:19])C(=O)OC(C)(C)C)[C:5]2[CH:21]=[CH:22][CH:23]=[CH:24][C:4]=2[N:3]1[C:25]1[CH:30]=[CH:29][CH:28]=[CH:27][CH:26]=1.Cl.[NH2:33][OH:34].N1C=CC=CC=1.Cl. The catalyst is C(O)C.C(OCC)C.O1CCOCC1.CO.ClCCl. The product is [O:1]=[S:2]1(=[O:31])[N:6]([CH2:7][CH2:8]/[C:9](=[N:33]/[OH:34])/[CH2:10][NH:11][CH3:19])[C:5]2[CH:21]=[CH:22][CH:23]=[CH:24][C:4]=2[N:3]1[C:25]1[CH:26]=[CH:27][CH:28]=[CH:29][CH:30]=1. The yield is 0.620.